From a dataset of Full USPTO retrosynthesis dataset with 1.9M reactions from patents (1976-2016). Predict the reactants needed to synthesize the given product. Given the product [F:1][C:2]1[CH:7]=[CH:6][C:5]([C:8]2[C:9]([C:22]3[CH:23]=[CH:24][N:25]=[CH:26][CH:27]=3)=[C:10]3[CH2:13][N:14]([CH2:15][C:16]4[CH:21]=[CH:20][CH:19]=[CH:18][CH:17]=4)[CH2:32][CH2:31][N:11]3[CH:12]=2)=[CH:4][CH:3]=1, predict the reactants needed to synthesize it. The reactants are: [F:1][C:2]1[CH:7]=[CH:6][C:5]([C:8]2[C:9]([C:22]3[CH:27]=[CH:26][N:25]=[CH:24][CH:23]=3)=[C:10]([CH2:13][NH:14][CH2:15][C:16]3[CH:21]=[CH:20][CH:19]=[CH:18][CH:17]=3)[NH:11][CH:12]=2)=[CH:4][CH:3]=1.[H-].[Na+].Br[CH2:31][CH2:32]Br.